Dataset: Full USPTO retrosynthesis dataset with 1.9M reactions from patents (1976-2016). Task: Predict the reactants needed to synthesize the given product. (1) Given the product [C:28]([C:32]1[CH:33]=[CH:34][C:35]([NH:36][C:13]([C:10]2[CH2:9][CH2:8][N:7]([C:2]3[N:1]=[CH:6][CH:5]=[CH:4][N:3]=3)[CH2:12][CH:11]=2)=[O:15])=[CH:37][CH:38]=1)([CH3:31])([CH3:29])[CH3:30], predict the reactants needed to synthesize it. The reactants are: [N:1]1[CH:6]=[CH:5][CH:4]=[N:3][C:2]=1[N:7]1[CH2:12][CH:11]=[C:10]([C:13]([OH:15])=O)[CH2:9][CH2:8]1.C(Cl)(C(Cl)=O)=O.N1C=CC=CC=1.[C:28]([C:32]1[CH:38]=[CH:37][C:35]([NH2:36])=[CH:34][CH:33]=1)([CH3:31])([CH3:30])[CH3:29]. (2) Given the product [CH3:1][O:2][C:3](=[O:14])[C:4]1[CH:9]=[C:8]([NH2:10])[CH:7]=[C:6]([OH:13])[CH:5]=1, predict the reactants needed to synthesize it. The reactants are: [CH3:1][O:2][C:3](=[O:14])[C:4]1[CH:9]=[C:8]([N+:10]([O-])=O)[CH:7]=[C:6]([OH:13])[CH:5]=1.[H][H].